The task is: Predict the product of the given reaction.. This data is from Forward reaction prediction with 1.9M reactions from USPTO patents (1976-2016). (1) The product is: [CH2:28]([O:30][CH2:31][CH2:32][NH:33][C:11]([C:9]1[CH:8]=[CH:7][C:6]2[N:2]([CH3:1])[C:3]([NH:14][C:15]3[S:16][C:17]4[CH:23]=[C:22]([C:24]([F:25])([F:26])[F:27])[CH:21]=[CH:20][C:18]=4[N:19]=3)=[N:4][C:5]=2[CH:10]=1)=[O:12])[CH3:29]. Given the reactants [CH3:1][N:2]1[C:6]2[CH:7]=[CH:8][C:9]([C:11](O)=[O:12])=[CH:10][C:5]=2[N:4]=[C:3]1[NH:14][C:15]1[S:16][C:17]2[CH:23]=[C:22]([C:24]([F:27])([F:26])[F:25])[CH:21]=[CH:20][C:18]=2[N:19]=1.[CH2:28]([O:30][CH2:31][CH2:32][NH2:33])[CH3:29].CN(C(ON1N=NC2C=CC=CC1=2)=[N+](C)C)C.F[P-](F)(F)(F)(F)F.CCN(C(C)C)C(C)C, predict the reaction product. (2) Given the reactants Cl[C:2]1[N:7]=[CH:6][N:5]=[C:4]2[NH:8][C:9](=[O:17])[N:10]([CH2:12][C:13]([F:16])([F:15])[F:14])[CH2:11][C:3]=12.Cl.Cl.[CH2:20]([C:22]1[N:23]=[C:24]([CH:30]2[CH2:35][CH2:34][NH:33][CH2:32][CH2:31]2)[N:25]([CH2:27][CH2:28][OH:29])[CH:26]=1)[CH3:21].C(N(C(C)C)CC)(C)C, predict the reaction product. The product is: [CH2:20]([C:22]1[N:23]=[C:24]([CH:30]2[CH2:31][CH2:32][N:33]([C:2]3[N:7]=[CH:6][N:5]=[C:4]4[NH:8][C:9](=[O:17])[N:10]([CH2:12][C:13]([F:16])([F:15])[F:14])[CH2:11][C:3]=34)[CH2:34][CH2:35]2)[N:25]([CH2:27][CH2:28][OH:29])[CH:26]=1)[CH3:21]. (3) Given the reactants [Cl:1][C:2]1[CH:7]=[CH:6][C:5]([F:8])=[CH:4][C:3]=1[OH:9].[Br:10]Br.ClCCl.[O-]S([O-])(=S)=O.[Na+].[Na+], predict the reaction product. The product is: [Br:10][C:6]1[C:5]([F:8])=[CH:4][C:3]([OH:9])=[C:2]([Cl:1])[CH:7]=1. (4) Given the reactants O.O.O.C([O-])(=O)C.[Na+].BrC(Br)C([C:13]([F:16])([F:15])[F:14])=O.[CH2:18]([C:25]1[N:30]=[N:29][C:28]([N:31]2[CH2:36][CH2:35][CH:34]([CH:37]=O)[CH2:33][CH2:32]2)=[C:27]([CH3:39])[C:26]=1[CH3:40])[C:19]1[CH:24]=[CH:23][CH:22]=[CH:21][CH:20]=1.[C:41](#[N:43])[CH3:42].[NH3:44], predict the reaction product. The product is: [CH2:18]([C:25]1[N:30]=[N:29][C:28]([N:31]2[CH2:36][CH2:35][CH:34]([C:37]3[NH:43][CH:41]=[C:42]([C:13]([F:16])([F:15])[F:14])[N:44]=3)[CH2:33][CH2:32]2)=[C:27]([CH3:39])[C:26]=1[CH3:40])[C:19]1[CH:24]=[CH:23][CH:22]=[CH:21][CH:20]=1. (5) Given the reactants [C:1]([O:5][C:6]([NH:8][C@@H:9]([C@@H:35]([O:46][Si](C(C)(C)C)(C)C)[C:36]1[CH:41]=[CH:40][C:39]([C:42]([F:45])([F:44])[F:43])=[CH:38][CH:37]=1)[CH2:10][N:11]([C:19]1[S:20][C:21]([C:24]2[CH:25]=[C:26]3[C:31](=[CH:32][CH:33]=2)[CH:30]=[N:29][C:28]([F:34])=[CH:27]3)=[CH:22][N:23]=1)[C:12](=[O:18])[O:13][C:14]([CH3:17])([CH3:16])[CH3:15])=[O:7])([CH3:4])([CH3:3])[CH3:2].C1COCC1.[F-].C([N+](CCCC)(CCCC)CCCC)CCC, predict the reaction product. The product is: [C:1]([O:5][C:6]([NH:8][C@@H:9]([C@@H:35]([OH:46])[C:36]1[CH:41]=[CH:40][C:39]([C:42]([F:43])([F:44])[F:45])=[CH:38][CH:37]=1)[CH2:10][N:11]([C:19]1[S:20][C:21]([C:24]2[CH:25]=[C:26]3[C:31](=[CH:32][CH:33]=2)[CH:30]=[N:29][C:28]([F:34])=[CH:27]3)=[CH:22][N:23]=1)[C:12](=[O:18])[O:13][C:14]([CH3:17])([CH3:16])[CH3:15])=[O:7])([CH3:2])([CH3:3])[CH3:4]. (6) Given the reactants [NH2:1][C:2]1[N:3]([CH3:8])[O:4][C:5](=[O:7])[CH:6]=1.[F:9][C:10]1[CH:17]=[CH:16][C:13]([CH:14]=O)=[CH:12][C:11]=1[C:18]([F:21])([F:20])[F:19].[O:22]1[CH2:27][C:26](=O)[CH2:25][C:24](=[O:29])[CH2:23]1, predict the reaction product. The product is: [F:9][C:10]1[CH:17]=[CH:16][C:13]([CH:14]2[C:25]3[C:24](=[O:29])[CH2:23][O:22][CH2:27][C:26]=3[NH:1][C:2]3[N:3]([CH3:8])[O:4][C:5](=[O:7])[C:6]2=3)=[CH:12][C:11]=1[C:18]([F:21])([F:20])[F:19]. (7) Given the reactants [C:9](O[C:9]([O:11][C:12]([CH3:15])([CH3:14])[CH3:13])=[O:10])([O:11][C:12]([CH3:15])([CH3:14])[CH3:13])=[O:10].[NH:16]1[CH2:22][CH2:21][CH2:20][NH:19][CH2:18][C:17]1=O.[O:24]1CCCC1, predict the reaction product. The product is: [C:12]([O:11][C:9]([N:16]1[CH2:22][CH2:21][C:20](=[O:24])[NH:19][CH2:18][CH2:17]1)=[O:10])([CH3:13])([CH3:14])[CH3:15].